Dataset: Reaction yield outcomes from USPTO patents with 853,638 reactions. Task: Predict the reaction yield, written as a fraction of the theoretical maximum amount of product (1.0 means a 100% yield; for example, 0.34 means a 34% yield). (1) The reactants are [F:1][C:2]1([F:37])[CH2:7][CH2:6][C:5]([C:9]2[S:10][CH:11]=[C:12]([CH2:14][O:15][C:16]3[C:21]4[CH:22]=[C:23]([C:25]5[N:26]=[C:27]6[N:31]([CH:32]=5)[N:30]=[C:29]([O:33][CH3:34])[S:28]6)[O:24][C:20]=4[CH:19]=[C:18]([O:35][CH3:36])[CH:17]=3)[N:13]=2)(O)[CH2:4][CH2:3]1.CCN(S(F)(F)[F:44])CC. The catalyst is ClCCl. The product is [CH3:34][O:33][C:29]1[S:28][C:27]2=[N:26][C:25]([C:23]3[O:24][C:20]4[CH:19]=[C:18]([O:35][CH3:36])[CH:17]=[C:16]([O:15][CH2:14][C:12]5[N:13]=[C:9]([C:5]6([F:44])[CH2:6][CH2:7][C:2]([F:37])([F:1])[CH2:3][CH2:4]6)[S:10][CH:11]=5)[C:21]=4[CH:22]=3)=[CH:32][N:31]2[N:30]=1. The yield is 0.139. (2) The reactants are [CH3:1][N:2]1[CH2:7][CH2:6][CH:5]([C:8]2[CH:9]=[CH:10][C:11]([NH2:14])=[N:12][CH:13]=2)[CH2:4][CH2:3]1.Br[C:16]1[C:17](=[O:24])[N:18]([CH3:23])[CH:19]=[C:20]([Br:22])[CH:21]=1.C(=O)([O-])[O-].[Cs+].[Cs+].CC1(C)C2C(=C(P(C3C=CC=CC=3)C3C=CC=CC=3)C=CC=2)OC2C(P(C3C=CC=CC=3)C3C=CC=CC=3)=CC=CC1=2. The catalyst is C1C=CC(/C=C/C(/C=C/C2C=CC=CC=2)=O)=CC=1.C1C=CC(/C=C/C(/C=C/C2C=CC=CC=2)=O)=CC=1.C1C=CC(/C=C/C(/C=C/C2C=CC=CC=2)=O)=CC=1.[Pd].[Pd].O1CCOCC1. The product is [Br:22][C:20]1[CH:21]=[C:16]([NH:14][C:11]2[CH:10]=[CH:9][C:8]([CH:5]3[CH2:6][CH2:7][N:2]([CH3:1])[CH2:3][CH2:4]3)=[CH:13][N:12]=2)[C:17](=[O:24])[N:18]([CH3:23])[CH:19]=1. The yield is 0.500. (3) The reactants are [CH2:1]([NH:3][CH:4]1[CH2:9][CH2:8][CH2:7][CH:6]([C:10]2[C:18]3[C:13](=[CH:14][CH:15]=[C:16]([N+:19]([O-:21])=[O:20])[CH:17]=3)[NH:12][CH:11]=2)[CH2:5]1)[CH3:2].[CH3:22][C:23]([O:26][C:27](O[C:27]([O:26][C:23]([CH3:25])([CH3:24])[CH3:22])=[O:28])=[O:28])([CH3:25])[CH3:24].C(N(CC)CC)C. The catalyst is O1CCOCC1. The product is [CH2:1]([N:3]([CH:4]1[CH2:9][CH2:8][CH2:7][CH:6]([C:10]2[C:18]3[C:13](=[CH:14][CH:15]=[C:16]([N+:19]([O-:21])=[O:20])[CH:17]=3)[NH:12][CH:11]=2)[CH2:5]1)[C:27](=[O:28])[O:26][C:23]([CH3:25])([CH3:24])[CH3:22])[CH3:2]. The yield is 0.970. (4) The reactants are C(P(C12CC3CC(CC(C3)C1)C2)C12CC3CC(CC(C3)C1)C2)CCC.CC1(C)C(C)(C)OB([C:34]2[CH:35]=[C:36]([NH:40][C:41]3[N:46]=[C:45]([C:47]([F:50])([F:49])[F:48])[CH:44]=[CH:43][N:42]=3)[CH:37]=[CH:38][CH:39]=2)O1.Br[C:53]1[S:57][C:56]([NH:58][C:59](=[O:65])[O:60][C:61]([CH3:64])([CH3:63])[CH3:62])=[N:55][CH:54]=1.[F-].[K+]. The catalyst is C([O-])(=O)C.[Pd+2].C([O-])(=O)C.O.C1COCC1. The product is [F:50][C:47]([F:48])([F:49])[C:45]1[CH:44]=[CH:43][N:42]=[C:41]([NH:40][C:36]2[CH:35]=[C:34]([C:53]3[S:57][C:56]([NH:58][C:59](=[O:65])[O:60][C:61]([CH3:63])([CH3:62])[CH3:64])=[N:55][CH:54]=3)[CH:39]=[CH:38][CH:37]=2)[N:46]=1. The yield is 0.272. (5) The reactants are Cl.[NH2:2][OH:3].ClC(Cl)(Cl)C([O:8][CH2:9][CH3:10])O.S([O-])([O-])(=O)=O.[Na+].[Na+].[Cl:20][C:21]1[CH:22]=[C:23]([CH:25]=[CH:26][C:27]=1[F:28])[NH2:24]. The catalyst is O.Cl. The product is [Cl:20][C:21]1[CH:22]=[C:23]([NH:24][C:9](=[O:8])[CH:10]=[N:2][OH:3])[CH:25]=[CH:26][C:27]=1[F:28]. The yield is 0.900.